Dataset: Forward reaction prediction with 1.9M reactions from USPTO patents (1976-2016). Task: Predict the product of the given reaction. (1) Given the reactants C(OC([N:6]1[C:35]2[C:30](=[CH:31][CH:32]=[C:33]([Cl:36])[CH:34]=2)[C:8]2([CH:13]([C:14]3[CH:19]=[C:18]([F:20])[CH:17]=[CH:16][C:15]=3[CH3:21])[CH2:12][C:11](=[O:22])[NH:10][CH:9]2[C:23]2[CH:28]=[CH:27][CH:26]=[C:25]([Cl:29])[CH:24]=2)[C:7]1=[O:37])=O)C.[OH-].[Na+], predict the reaction product. The product is: [Cl:36][C:33]1[CH:34]=[C:35]2[NH:6][C:7](=[O:37])[C:8]3([CH:13]([C:14]4[CH:19]=[C:18]([F:20])[CH:17]=[CH:16][C:15]=4[CH3:21])[CH2:12][C:11](=[O:22])[NH:10][CH:9]3[C:23]3[CH:28]=[CH:27][CH:26]=[C:25]([Cl:29])[CH:24]=3)[C:30]2=[CH:31][CH:32]=1. (2) Given the reactants C(OC([NH:8][C@@H:9]([CH2:17][CH2:18][NH:19][C:20]1[S:21][C:22]([CH:25]=[O:26])=[CH:23][N:24]=1)[C:10]([O:12]C(C)(C)C)=[O:11])=O)(C)(C)C.FC(F)(F)C(O)=O, predict the reaction product. The product is: [NH2:8][C@@H:9]([CH2:17][CH2:18][NH:19][C:20]1[S:21][C:22]([CH:25]=[O:26])=[CH:23][N:24]=1)[C:10]([OH:12])=[O:11]. (3) Given the reactants Cl.[Br:2][C:3]1[CH:4]=[CH:5][C:6]([F:11])=[C:7]([CH:10]=1)[CH2:8][NH2:9].[C:12](O[C:12]([O:14][C:15]([CH3:18])([CH3:17])[CH3:16])=[O:13])([O:14][C:15]([CH3:18])([CH3:17])[CH3:16])=[O:13].S([O-])(O)(=O)=O.[Na+], predict the reaction product. The product is: [C:15]([O:14][C:12](=[O:13])[NH:9][CH2:8][C:7]1[CH:10]=[C:3]([Br:2])[CH:4]=[CH:5][C:6]=1[F:11])([CH3:18])([CH3:17])[CH3:16]. (4) Given the reactants [O:1]=[C:2]1[CH:7]=[CH:6][C:5](=[N:8][S:9]([CH3:12])(=[O:11])=[O:10])[CH:4]=[CH:3]1.O=[C:14]([CH2:18][CH2:19][CH2:20][CH3:21])[CH2:15][C:16]#[N:17].C[O-].[Na+].O, predict the reaction product. The product is: [CH2:18]([C:14]1[O:1][C:2]2[CH:7]=[CH:6][C:5]([NH:8][S:9]([CH3:12])(=[O:11])=[O:10])=[CH:4][C:3]=2[C:15]=1[C:16]#[N:17])[CH2:19][CH2:20][CH3:21].